From a dataset of Reaction yield outcomes from USPTO patents with 853,638 reactions. Predict the reaction yield, written as a fraction of the theoretical maximum amount of product (1.0 means a 100% yield; for example, 0.34 means a 34% yield). The reactants are [CH2:1]([NH:4][C:5]([C:7]1=[CH:8][C:9]2[CH:25]=[CH:24][C:23]([C:26]3[CH:31]=[CH:30][C:29]([C:32]([N:34]4[CH2:38][CH2:37][CH2:36][CH2:35]4)=[O:33])=[CH:28][CH:27]=3)=[CH:22][C:10]=2[N:11]=[C:12]([NH:14]C(=O)OC(C)(C)C)[CH2:13]1)=[O:6])[CH2:2][CH3:3].FC(F)(F)C(O)=O.C([O-])(O)=O.[Na+]. The catalyst is C(Cl)Cl. The product is [NH2:14][C:12]1[CH2:13][C:7]([C:5]([NH:4][CH2:1][CH2:2][CH3:3])=[O:6])=[CH:8][C:9]2[CH:25]=[CH:24][C:23]([C:26]3[CH:31]=[CH:30][C:29]([C:32]([N:34]4[CH2:38][CH2:37][CH2:36][CH2:35]4)=[O:33])=[CH:28][CH:27]=3)=[CH:22][C:10]=2[N:11]=1. The yield is 0.0700.